From a dataset of Catalyst prediction with 721,799 reactions and 888 catalyst types from USPTO. Predict which catalyst facilitates the given reaction. (1) Reactant: [CH2:1]([O:8][C:9]1[CH:10]=[CH:11][C:12]([Br:25])=[C:13]([NH:15][C:16]([CH:18]2[CH2:21][N:20]([C:22]([O-:24])=[O:23])[CH2:19]2)=[O:17])[CH:14]=1)[C:2]1[CH:7]=[CH:6][CH:5]=[CH:4][CH:3]=1.[CH3:26][O:27][C:28]1[CH:35]=[CH:34][C:31]([CH2:32]Cl)=[CH:30][CH:29]=1.C([O-])([O-])=O.[K+].[K+]. Product: [CH2:1]([O:8][C:9]1[CH:10]=[CH:11][C:12]([Br:25])=[C:13]([N:15]([CH2:32][C:31]2[CH:34]=[CH:35][C:28]([O:27][CH3:26])=[CH:29][CH:30]=2)[C:16]([CH:18]2[CH2:19][N:20]([C:22]([O:24][C:2]([CH3:7])([CH3:3])[CH3:1])=[O:23])[CH2:21]2)=[O:17])[CH:14]=1)[C:2]1[CH:3]=[CH:4][CH:5]=[CH:6][CH:7]=1. The catalyst class is: 10. (2) Reactant: [H-].[Na+].[F:3][C:4]([F:36])([F:35])[O:5][C:6]1[CH:11]=[CH:10][C:9]([N:12]2[CH2:17][CH2:16][N:15]([C:18]([O:20][CH2:21][C:22]([OH:34])([CH3:33])[CH2:23][N:24]3[CH:28]=[C:27]([N+:29]([O-:31])=[O:30])[N:26]=[C:25]3Cl)=[O:19])[CH2:14][CH2:13]2)=[CH:8][CH:7]=1. Product: [F:3][C:4]([F:36])([F:35])[O:5][C:6]1[CH:11]=[CH:10][C:9]([N:12]2[CH2:17][CH2:16][N:15]([C:18]([O:20][CH2:21][C:22]3([CH3:33])[O:34][C:25]4=[N:26][C:27]([N+:29]([O-:31])=[O:30])=[CH:28][N:24]4[CH2:23]3)=[O:19])[CH2:14][CH2:13]2)=[CH:8][CH:7]=1. The catalyst class is: 3.